This data is from Forward reaction prediction with 1.9M reactions from USPTO patents (1976-2016). The task is: Predict the product of the given reaction. (1) Given the reactants [C:1]([C:5]1[S:13][C:12]2[C:11](Cl)=[N:10][C:9]([C:15]([F:24])([F:23])[C:16]3[CH:21]=[CH:20][C:19]([F:22])=[CH:18][CH:17]=3)=[N:8][C:7]=2[CH:6]=1)([CH3:4])([CH3:3])[CH3:2].[CH3:25][C:26]1[NH:30][N:29]=[C:28]([NH2:31])[CH:27]=1.CCN(C(C)C)C(C)C, predict the reaction product. The product is: [C:1]([C:5]1[S:13][C:12]2[C:11]([NH:31][C:28]3[CH:27]=[C:26]([CH3:25])[NH:30][N:29]=3)=[N:10][C:9]([C:15]([F:24])([F:23])[C:16]3[CH:21]=[CH:20][C:19]([F:22])=[CH:18][CH:17]=3)=[N:8][C:7]=2[CH:6]=1)([CH3:4])([CH3:3])[CH3:2]. (2) The product is: [C:1]1([S:7]([CH3:9])(=[O:10])=[O:8])[CH:6]=[CH:5][CH:4]=[CH:3][CH:2]=1. Given the reactants [C:1]1([S:7]([CH3:9])=[O:8])[CH:6]=[CH:5][CH:4]=[CH:3][CH:2]=1.[OH:10]O, predict the reaction product. (3) Given the reactants C([O:4][C@@H:5]1[C@@H:18]([O:19]C(=O)C)[C@H:17]([O:23]C(=O)C)[CH2:16][S:15][C@H:6]1[O:7][C:8]1[CH:13]=[CH:12][N:11]=[C:10](Br)[CH:9]=1)(=O)C.[CH3:27][C:28]1[C:32](B(O)O)=[C:31]([CH3:36])[O:30][N:29]=1, predict the reaction product. The product is: [O:7]([C:8]1[CH:13]=[CH:12][N:11]=[C:10]([C:32]2[C:28]([CH3:27])=[N:29][O:30][C:31]=2[CH3:36])[CH:9]=1)[C@@H:6]1[S:15][CH2:16][C@@H:17]([OH:23])[C@H:18]([OH:19])[C@H:5]1[OH:4]. (4) The product is: [CH:45]1([CH2:44][O:43][C:40]2[CH:39]=[CH:38][C:37]([C:34]3[CH:33]=[CH:32][C:31]([CH2:30][C:18]4[N:17]([C:13]5[CH:12]=[C:11]([C:7]6[S:6](=[O:51])(=[O:52])[NH:5][C:9](=[O:10])[CH:8]=6)[CH:16]=[CH:15][CH:14]=5)[CH:21]=[C:20]([C:22]5[CH:27]=[CH:26][C:25]([Cl:28])=[CH:24][C:23]=5[Cl:29])[N:19]=4)=[CH:36][CH:35]=3)=[CH:42][CH:41]=2)[CH2:50][CH2:49][CH2:48][CH2:47][CH2:46]1. Given the reactants C([N:5]1[C:9](=[O:10])[CH:8]=[C:7]([C:11]2[CH:16]=[CH:15][CH:14]=[C:13]([N:17]3[CH:21]=[C:20]([C:22]4[CH:27]=[CH:26][C:25]([Cl:28])=[CH:24][C:23]=4[Cl:29])[N:19]=[C:18]3[CH2:30][C:31]3[CH:36]=[CH:35][C:34]([C:37]4[CH:42]=[CH:41][C:40]([O:43][CH2:44][CH:45]5[CH2:50][CH2:49][CH2:48][CH2:47][CH2:46]5)=[CH:39][CH:38]=4)=[CH:33][CH:32]=3)[CH:12]=2)[S:6]1(=[O:52])=[O:51])(C)(C)C.C(O)(C(F)(F)F)=O, predict the reaction product. (5) Given the reactants [CH:1]([C:3]1[CH:12]=[CH:11][C:6]([C:7]([O:9][CH3:10])=[O:8])=[CH:5][CH:4]=1)=O.[N:13]1([CH2:22][CH2:23][NH2:24])[C:17]2[CH:18]=[CH:19][CH:20]=[CH:21][C:16]=2[N:15]=[CH:14]1.[OH:25]/[C:26](=[CH:32]\[C:33](=[O:40])[C:34]1[CH:39]=[CH:38][N:37]=[CH:36][CH:35]=1)/[C:27](OCC)=[O:28], predict the reaction product. The product is: [N:13]1([CH2:22][CH2:23][N:24]2[C:27](=[O:28])[C:26]([OH:25])=[C:32]([C:33](=[O:40])[C:34]3[CH:35]=[CH:36][N:37]=[CH:38][CH:39]=3)[CH:1]2[C:3]2[CH:12]=[CH:11][C:6]([C:7]([O:9][CH3:10])=[O:8])=[CH:5][CH:4]=2)[C:17]2[CH:18]=[CH:19][CH:20]=[CH:21][C:16]=2[N:15]=[CH:14]1.